From a dataset of Catalyst prediction with 721,799 reactions and 888 catalyst types from USPTO. Predict which catalyst facilitates the given reaction. (1) Reactant: C1(P(C2C=CC=CC=2)C2C=CC=CC=2)C=CC=CC=1.[CH2:20](O)[C:21]1[O:25][CH:24]=[CH:23][CH:22]=1.[Cl:27][C:28]1[CH:35]=[C:34]([C:36]2[C:37]([CH3:42])=[N:38][NH:39][C:40]=2[CH3:41])[CH:33]=[CH:32][C:29]=1[C:30]#[N:31].N(C(OC(C)(C)C)=O)=NC(OC(C)(C)C)=O. Product: [Cl:27][C:28]1[CH:35]=[C:34]([C:36]2[C:40]([CH3:41])=[N:39][N:38]([CH2:20][C:21]3[O:25][CH:24]=[CH:23][CH:22]=3)[C:37]=2[CH3:42])[CH:33]=[CH:32][C:29]=1[C:30]#[N:31]. The catalyst class is: 1. (2) Product: [NH2:5][C:6]1[N:11]=[CH:10][C:9](/[CH:12]=[CH:13]/[C:14]([N:29]([CH3:30])[CH2:28][C:20]2[CH2:21][C:22]3[C:27]([C:19]=2[CH3:18])=[CH:26][CH:25]=[CH:24][CH:23]=3)=[O:16])=[CH:8][CH:7]=1. Reactant: C(Cl)CCl.[NH2:5][C:6]1[N:11]=[CH:10][C:9](/[CH:12]=[CH:13]/[C:14]([OH:16])=O)=[CH:8][CH:7]=1.Cl.[CH3:18][C:19]1[C:27]2[C:22](=[CH:23][CH:24]=[CH:25][CH:26]=2)[CH2:21][C:20]=1[CH2:28][NH:29][CH3:30].C1C=CC2N(O)N=NC=2C=1.O.C(N(CC)CC)C. The catalyst class is: 3.